From a dataset of Full USPTO retrosynthesis dataset with 1.9M reactions from patents (1976-2016). Predict the reactants needed to synthesize the given product. (1) The reactants are: [CH2:1]([O:19][C:20]1[CH:21]=[C:22]([CH:25]=[C:26]([O:47][CH2:48][CH2:49][CH2:50][CH2:51][CH2:52][CH2:53][CH2:54][CH2:55][CH2:56][CH2:57][CH2:58][CH2:59][CH2:60][CH2:61][CH2:62][CH2:63][CH2:64][CH3:65])[C:27]=1[O:28][CH2:29][CH2:30][CH2:31][CH2:32][CH2:33][CH2:34][CH2:35][CH2:36][CH2:37][CH2:38][CH2:39][CH2:40][CH2:41][CH2:42][CH2:43][CH2:44][CH2:45][CH3:46])[CH2:23]Cl)[CH2:2][CH2:3][CH2:4][CH2:5][CH2:6][CH2:7][CH2:8][CH2:9][CH2:10][CH2:11][CH2:12][CH2:13][CH2:14][CH2:15][CH2:16][CH2:17][CH3:18].[N-:66]=[N+:67]=[N-:68].[Na+]. Given the product [CH2:1]([O:19][C:20]1[CH:21]=[C:22]([CH:25]=[C:26]([O:47][CH2:48][CH2:49][CH2:50][CH2:51][CH2:52][CH2:53][CH2:54][CH2:55][CH2:56][CH2:57][CH2:58][CH2:59][CH2:60][CH2:61][CH2:62][CH2:63][CH2:64][CH3:65])[C:27]=1[O:28][CH2:29][CH2:30][CH2:31][CH2:32][CH2:33][CH2:34][CH2:35][CH2:36][CH2:37][CH2:38][CH2:39][CH2:40][CH2:41][CH2:42][CH2:43][CH2:44][CH2:45][CH3:46])[CH2:23][N:66]=[N+:67]=[N-:68])[CH2:2][CH2:3][CH2:4][CH2:5][CH2:6][CH2:7][CH2:8][CH2:9][CH2:10][CH2:11][CH2:12][CH2:13][CH2:14][CH2:15][CH2:16][CH2:17][CH3:18], predict the reactants needed to synthesize it. (2) Given the product [CH3:8][N:6]1[CH:7]=[C:2]([B:17]2[O:21][C:20]([CH3:23])([CH3:22])[C:19]([CH3:25])([CH3:24])[O:18]2)[CH:3]=[C:4]([NH:10][C:11]2[CH:16]=[N:15][CH:14]=[CH:13][N:12]=2)[C:5]1=[O:9], predict the reactants needed to synthesize it. The reactants are: Br[C:2]1[CH:3]=[C:4]([NH:10][C:11]2[CH:16]=[N:15][CH:14]=[CH:13][N:12]=2)[C:5](=[O:9])[N:6]([CH3:8])[CH:7]=1.[B:17]1([B:17]2[O:21][C:20]([CH3:23])([CH3:22])[C:19]([CH3:25])([CH3:24])[O:18]2)[O:21][C:20]([CH3:23])([CH3:22])[C:19]([CH3:25])([CH3:24])[O:18]1.CC(C1C=C(C(C)C)C(C2C=CC=CC=2P(C2CCCCC2)C2CCCCC2)=C(C(C)C)C=1)C.C([O-])(=O)C.[K+]. (3) Given the product [Br:11][C:8]1[CH:7]=[CH:6][C:5]([OH:10])=[C:4]([CH2:1][CH2:2][CH3:3])[CH:9]=1, predict the reactants needed to synthesize it. The reactants are: [CH2:1]([C:4]1[CH:9]=[CH:8][CH:7]=[CH:6][C:5]=1[OH:10])[CH2:2][CH3:3].[Br-:11].[Br-].[Br-].C([N+](CCCC)(CCCC)CCCC)CCC.C([N+](CCCC)(CCCC)CCCC)CCC.C([N+](CCCC)(CCCC)CCCC)CCC. (4) Given the product [CH3:27][C:23]1([C:21]#[N:22])[CH2:26][N:25]([C:4](=[O:6])[C@H:3]([N:7]2[C:16](=[O:17])[C:15]3=[CH:18][NH:19][C:13]4[C:14]3=[C:9]([CH:10]=[CH:11][N:12]=4)[CH2:8]2)[CH:2]([CH3:20])[CH3:1])[CH2:24]1, predict the reactants needed to synthesize it. The reactants are: [CH3:1][CH:2]([CH3:20])[C@@H:3]([N:7]1[C:16](=[O:17])[C:15]2=[CH:18][NH:19][C:13]3[C:14]2=[C:9]([CH:10]=[CH:11][N:12]=3)[CH2:8]1)[C:4]([OH:6])=O.[C:21]([C:23]1([CH3:27])[CH2:26][NH:25][CH2:24]1)#[N:22].C1C=CC2N(O)N=NC=2C=1.C(Cl)CCl. (5) Given the product [C:28]([CH2:31][CH2:32][CH2:33][CH2:34][CH2:35][N:36]1[C:44]2[C:39](=[CH:40][C:41]([F:46])=[CH:42][C:43]=2[F:45])[C:38]([CH3:47])([CH2:48][CH2:49][CH2:50][CH2:51][S:52]([OH:55])(=[O:54])=[O:53])/[C:37]/1=[CH:56]\[CH:8]=[CH:9]\[C:10]1[O:11][C:12]2[CH:26]=[C:25]([F:27])[CH:24]=[CH:23][C:13]=2[N+:14]=1[CH2:15][CH2:16][CH2:17][CH2:18][S:19]([O-:22])(=[O:20])=[O:21])([OH:30])=[O:29], predict the reactants needed to synthesize it. The reactants are: N(/[CH:8]=[CH:9]/[C:10]1[O:11][C:12]2[CH:26]=[C:25]([F:27])[CH:24]=[CH:23][C:13]=2[N+:14]=1[CH2:15][CH2:16][CH2:17][CH2:18][S:19]([O-:22])(=[O:21])=[O:20])C1C=CC=CC=1.[C:28]([CH2:31][CH2:32][CH2:33][CH2:34][CH2:35][N+:36]1[C:44]2[C:39](=[CH:40][C:41]([F:46])=[CH:42][C:43]=2[F:45])[C:38]([CH2:48][CH2:49][CH2:50][CH2:51][S:52]([O-:55])(=[O:54])=[O:53])([CH3:47])[C:37]=1[CH3:56])([OH:30])=[O:29].C(OC(=O)C)(=O)C.CO. (6) Given the product [C:24]([C:23]1[CH:22]=[C:21]([NH:20][S:12]([C:9]2[C:10]3[C:5](=[CH:4][CH:3]=[C:2]([OH:1])[CH:11]=3)[CH:6]=[C:7]([S:16]([NH:20][C:21]3[CH:29]=[CH:28][CH:27]=[C:23]([C:24](=[O:25])[NH2:26])[CH:22]=3)(=[O:18])=[O:17])[CH:8]=2)(=[O:14])=[O:13])[CH:29]=[CH:28][CH:27]=1)(=[O:25])[NH2:26], predict the reactants needed to synthesize it. The reactants are: [OH:1][C:2]1[CH:11]=[C:10]2[C:5]([CH:6]=[C:7]([S:16](Cl)(=[O:18])=[O:17])[CH:8]=[C:9]2[S:12](Cl)(=[O:14])=[O:13])=[CH:4][CH:3]=1.[NH2:20][C:21]1[CH:22]=[C:23]([CH:27]=[CH:28][CH:29]=1)[C:24]([NH2:26])=[O:25]. (7) The reactants are: ClC1C=C(C=CC=1)C(OO)=[O:6].[CH3:12][C:13]1[CH:14]=[CH:15][C:16]([C:19]([O:21][CH3:22])=[O:20])=[N:17][CH:18]=1. Given the product [CH3:22][O:21][C:19]([C:16]1[CH:15]=[CH:14][C:13]([CH3:12])=[CH:18][N+:17]=1[O-:6])=[O:20], predict the reactants needed to synthesize it.